From a dataset of Peptide-MHC class I binding affinity with 185,985 pairs from IEDB/IMGT. Regression. Given a peptide amino acid sequence and an MHC pseudo amino acid sequence, predict their binding affinity value. This is MHC class I binding data. The peptide sequence is SQYLELDTI. The MHC is HLA-A23:01 with pseudo-sequence HLA-A23:01. The binding affinity (normalized) is 0.434.